This data is from Full USPTO retrosynthesis dataset with 1.9M reactions from patents (1976-2016). The task is: Predict the reactants needed to synthesize the given product. (1) Given the product [F:1][C:2]1[CH:9]=[C:8]([O:10][CH3:11])[CH:7]=[CH:6][C:3]=1[CH:4]=[CH:15][N+:12]([O-:14])=[O:13], predict the reactants needed to synthesize it. The reactants are: [F:1][C:2]1[CH:9]=[C:8]([O:10][CH3:11])[CH:7]=[CH:6][C:3]=1[CH:4]=O.[N+:12]([CH3:15])([O-:14])=[O:13].[OH-].[Na+].Cl. (2) Given the product [Cl:1][C:2]1[CH:3]=[CH:4][CH:5]=[C:6]2[C:11]=1[N:10]=[C:9]([C:12]1[CH:17]=[CH:16][CH:15]=[CH:14][C:13]=1[Cl:18])[C:8]([CH2:19][N:26]1[C:27]3=[N:28][CH:29]=[N:30][C:31]([NH2:33])=[C:32]3[C:24]([I:23])=[N:25]1)=[CH:7]2, predict the reactants needed to synthesize it. The reactants are: [Cl:1][C:2]1[CH:3]=[CH:4][CH:5]=[C:6]2[C:11]=1[N:10]=[C:9]([C:12]1[CH:17]=[CH:16][CH:15]=[CH:14][C:13]=1[Cl:18])[C:8]([CH2:19]Cl)=[CH:7]2.[H-].[Na+].[I:23][C:24]1[C:32]2[C:27](=[N:28][CH:29]=[N:30][C:31]=2[NH2:33])[NH:26][N:25]=1. (3) Given the product [F:30][CH:28]([F:29])[CH2:27][CH2:26][C:20]([C:31]1[CH:32]=[C:33]2[C:37](=[CH:38][CH:39]=1)[N:36]([C:9]([O:11][C:12]([CH3:13])([CH3:14])[CH3:15])=[O:10])[C:35](=[O:40])[C:34]2=[O:41])([C:21]([O:23][CH2:24][CH3:25])=[O:22])[CH2:19][CH2:18][CH:17]([F:16])[F:42], predict the reactants needed to synthesize it. The reactants are: [C:9](O[C:9]([O:11][C:12]([CH3:15])([CH3:14])[CH3:13])=[O:10])([O:11][C:12]([CH3:15])([CH3:14])[CH3:13])=[O:10].[F:16][CH:17]([F:42])[CH2:18][CH2:19][C:20]([C:31]1[CH:32]=[C:33]2[C:37](=[CH:38][CH:39]=1)[NH:36][C:35](=[O:40])[C:34]2=[O:41])([CH2:26][CH2:27][CH:28]([F:30])[F:29])[C:21]([O:23][CH2:24][CH3:25])=[O:22]. (4) Given the product [CH3:1][NH:2][C:3]([C:5]1[N:6]([CH3:32])[C:7]([CH2:20][NH:21][S:22]([C:25]2[CH:30]=[CH:29][CH:28]=[CH:27][C:26]=2[Cl:31])(=[O:23])=[O:24])=[CH:8][C:9](=[O:19])[C:10]=1[OH:11])=[O:4], predict the reactants needed to synthesize it. The reactants are: [CH3:1][NH:2][C:3]([C:5]1[N:6]([CH3:32])[C:7]([CH2:20][NH:21][S:22]([C:25]2[CH:30]=[CH:29][CH:28]=[CH:27][C:26]=2[Cl:31])(=[O:24])=[O:23])=[CH:8][C:9](=[O:19])[C:10]=1[O:11]CC1C=CC=CC=1)=[O:4].C1(S(C(N)C2N(C)C(C(O)=O)=C(O)C(=O)C=2)(=O)=O)C=CC=CC=1.